Task: Predict which catalyst facilitates the given reaction.. Dataset: Catalyst prediction with 721,799 reactions and 888 catalyst types from USPTO Reactant: [Na].[CH2:2]([O:4][C:5](=[O:13])[CH:6]([CH3:12])[C:7]([O:9][CH2:10][CH3:11])=[O:8])[CH3:3].[I:14][C:15]1[CH:22]=[CH:21][C:18]([CH2:19]Br)=[CH:17][CH:16]=1. Product: [CH2:2]([O:4][C:5](=[O:13])[C:6]([CH2:19][C:18]1[CH:21]=[CH:22][C:15]([I:14])=[CH:16][CH:17]=1)([CH3:12])[C:7]([O:9][CH2:10][CH3:11])=[O:8])[CH3:3]. The catalyst class is: 14.